Dataset: CYP1A2 inhibition data for predicting drug metabolism from PubChem BioAssay. Task: Regression/Classification. Given a drug SMILES string, predict its absorption, distribution, metabolism, or excretion properties. Task type varies by dataset: regression for continuous measurements (e.g., permeability, clearance, half-life) or binary classification for categorical outcomes (e.g., BBB penetration, CYP inhibition). Dataset: cyp1a2_veith. (1) The drug is COCCn1c(=O)c(-c2cccs2)nc2cnc(Oc3ccc(OC)cc3)nc21. The result is 1 (inhibitor). (2) The molecule is O=C(c1ccc(COc2ccc(F)cc2)o1)n1cccn1. The result is 1 (inhibitor). (3) The molecule is COC(=O)CSc1ccc2nnc(-c3ccc(F)cc3)n2n1. The result is 1 (inhibitor). (4) The molecule is CN(C)CCCN1CC(C(=O)O)CC1=O. The result is 0 (non-inhibitor). (5) The compound is CC(=O)NCCc1ccc(O)c(O)c1. The result is 0 (non-inhibitor). (6) The molecule is Cc1ccc(/C=N\NC(=O)c2cc(OCC(F)(F)F)ccc2OCC(F)(F)F)cc1. The result is 0 (non-inhibitor). (7) The compound is CNc1nc(-c2ccccc2Cl)nc2ccccc12. The result is 1 (inhibitor). (8) The molecule is CCCN(C(=S)Nc1ccccc1)C1CCS(=O)(=O)C1. The result is 0 (non-inhibitor).